From a dataset of Catalyst prediction with 721,799 reactions and 888 catalyst types from USPTO. Predict which catalyst facilitates the given reaction. (1) Reactant: [CH2:1]([O:3][C:4](=[O:20])[CH2:5][CH2:6][CH:7]1[CH2:16][C:15]2[C:10](=[CH:11][CH:12]=[C:13]([O:17]C)[CH:14]=2)[NH:9][C:8]1=[O:19])[CH3:2]. The catalyst class is: 8. Product: [CH2:1]([O:3][C:4](=[O:20])[CH2:5][CH2:6][CH:7]1[CH2:16][C:15]2[C:10](=[CH:11][CH:12]=[C:13]([OH:17])[CH:14]=2)[NH:9][C:8]1=[O:19])[CH3:2]. (2) Reactant: [Cl:1][C:2]1[CH:3]=[C:4]([CH:9]([NH:11][C:12]2[CH:17]=[C:16](F)[CH:15]=[CH:14][C:13]=2[C:19](=[O:24])[C:20]([F:23])([F:22])[F:21])[CH3:10])[CH:5]=[C:6]([Cl:8])[CH:7]=1.[N:25]1([C:31]([O:33][C:34]([CH3:37])([CH3:36])[CH3:35])=[O:32])[CH2:30][CH2:29][NH:28][CH2:27][CH2:26]1.C(N(CC)C(C)C)(C)C. Product: [Cl:1][C:2]1[CH:3]=[C:4]([CH:9]([NH:11][C:12]2[CH:17]=[C:16]([N:28]3[CH2:27][CH2:26][N:25]([C:31]([O:33][C:34]([CH3:37])([CH3:36])[CH3:35])=[O:32])[CH2:30][CH2:29]3)[CH:15]=[CH:14][C:13]=2[C:19](=[O:24])[C:20]([F:23])([F:22])[F:21])[CH3:10])[CH:5]=[C:6]([Cl:8])[CH:7]=1. The catalyst class is: 10. (3) Reactant: [Cl:1][C:2]1[CH:7]=[CH:6][C:5]([C@H:8]([C:21]([N:23]2[CH2:28][CH2:27][N:26]([C:29]3[C:34]([C:35]4[CH:36]=[N:37][N:38]([CH3:40])[CH:39]=4)=[CH:33][N:32]=[C:31]4[NH:41][CH:42]=[CH:43][C:30]=34)[CH2:25][CH2:24]2)=[O:22])[CH2:9][N:10]([CH:18]([CH3:20])[CH3:19])C(=O)OC(C)(C)C)=[CH:4][CH:3]=1.C(O)(C(F)(F)F)=O. Product: [Cl:1][C:2]1[CH:7]=[CH:6][C:5]([C@@H:8]([CH2:9][NH:10][CH:18]([CH3:20])[CH3:19])[C:21]([N:23]2[CH2:24][CH2:25][N:26]([C:29]3[C:34]([C:35]4[CH:36]=[N:37][N:38]([CH3:40])[CH:39]=4)=[CH:33][N:32]=[C:31]4[NH:41][CH:42]=[CH:43][C:30]=34)[CH2:27][CH2:28]2)=[O:22])=[CH:4][CH:3]=1. The catalyst class is: 2. (4) Reactant: [NH2:1][C:2]1[CH:3]=[C:4]([CH:30]=[CH:31][CH:32]=1)[CH2:5][NH:6][C:7]1[N:12]2[CH:13]=[CH:14][N:15]=[C:11]2[C:10]([C:16]([NH2:18])=[O:17])=[C:9]([NH:19][C:20]2[CH:25]=[C:24]([O:26][CH3:27])[CH:23]=[C:22]([O:28][CH3:29])[CH:21]=2)[N:8]=1.[C:33]([CH2:35][C:36](O)=[O:37])#[N:34].CCN(C(C)C)C(C)C.CN(C(ON1N=NC2C=CC=NC1=2)=[N+](C)C)C.F[P-](F)(F)(F)(F)F. Product: [C:33]([CH2:35][C:36]([NH:1][C:2]1[CH:3]=[C:4]([CH:30]=[CH:31][CH:32]=1)[CH2:5][NH:6][C:7]1[N:12]2[CH:13]=[CH:14][N:15]=[C:11]2[C:10]([C:16]([NH2:18])=[O:17])=[C:9]([NH:19][C:20]2[CH:25]=[C:24]([O:26][CH3:27])[CH:23]=[C:22]([O:28][CH3:29])[CH:21]=2)[N:8]=1)=[O:37])#[N:34]. The catalyst class is: 2. (5) Reactant: [CH3:1][N:2]1[C:6]([CH:7]=O)=[CH:5][CH:4]=[N:3]1.C(O)(=O)[CH2:10][C:11]([OH:13])=[O:12].N1CCCCC1.Cl. Product: [CH3:1][N:2]1[C:6](/[CH:7]=[CH:10]/[C:11]([OH:13])=[O:12])=[CH:5][CH:4]=[N:3]1. The catalyst class is: 803. (6) Reactant: C([Li])CCC.C(NC(C)C)(C)C.[CH:13]([C:15]1[CH:24]=[C:23]2[C:18]([C:19](=[O:25])[CH2:20][CH2:21][O:22]2)=[CH:17][CH:16]=1)=[CH2:14].[CH2:26]([C:29]1[CH:37]=[CH:36][C:32]([C:33](F)=[O:34])=[CH:31][CH:30]=1)[CH2:27][CH3:28]. Product: [CH2:26]([C:29]1[CH:30]=[CH:31][C:32]([C:33]([CH:20]2[C:19](=[O:25])[C:18]3[C:23](=[CH:24][C:15]([CH:13]=[CH2:14])=[CH:16][CH:17]=3)[O:22][CH2:21]2)=[O:34])=[CH:36][CH:37]=1)[CH2:27][CH3:28]. The catalyst class is: 1. (7) Reactant: [CH2:1]([N:8]1[CH2:13][CH2:12][NH:11][CH2:10][C:9]1=[O:14])[C:2]1[CH:7]=[CH:6][CH:5]=[CH:4][CH:3]=1.C([O:17][CH:18]=[C:19]([C:25](OCC)=O)[C:20]([O:22][CH2:23][CH3:24])=[O:21])C.C[Si]([N-][Si](C)(C)C)(C)C.[Li+].C1COCC1. Product: [CH2:1]([N:8]1[CH2:13][CH2:12][N:11]2[CH:25]=[C:19]([C:20]([O:22][CH2:23][CH3:24])=[O:21])[C:18]([OH:17])=[C:10]2[C:9]1=[O:14])[C:2]1[CH:3]=[CH:4][CH:5]=[CH:6][CH:7]=1. The catalyst class is: 11. (8) Reactant: [C:1]([O:5][C:6](=[O:31])[NH:7][C@H:8]1[CH2:13][CH2:12][C@H:11]([C:14]#[C:15][C:16]2[C:17]([NH:23]C(OC(C)(C)C)=O)=[N:18][CH:19]=[CH:20][C:21]=2[Cl:22])[CH2:10][CH2:9]1)([CH3:4])([CH3:3])[CH3:2].CC(C)([O-])C.[K+]. Product: [C:1]([O:5][C:6](=[O:31])[NH:7][C@H:8]1[CH2:13][CH2:12][C@H:11]([C:14]2[NH:23][C:17]3=[N:18][CH:19]=[CH:20][C:21]([Cl:22])=[C:16]3[CH:15]=2)[CH2:10][CH2:9]1)([CH3:4])([CH3:3])[CH3:2]. The catalyst class is: 9. (9) Reactant: [CH:1]([C:4]1[CH:12]=[CH:11][C:10]2[NH:9][C:8]3[CH2:13][CH2:14][N:15]([CH3:17])[CH2:16][C:7]=3[C:6]=2[CH:5]=1)([CH3:3])[CH3:2].[F:18][C:19]([F:29])([F:28])[C:20]1[CH:25]=[CH:24][N:23]=[CH:22][C:21]=1[CH:26]=[CH2:27].[OH-].[K+]. Product: [F:29][C:19]([F:18])([F:28])[C:20]1[CH:25]=[CH:24][N:23]=[CH:22][C:21]=1[CH2:26][CH2:27][N:9]1[C:10]2[CH:11]=[CH:12][C:4]([CH:1]([CH3:3])[CH3:2])=[CH:5][C:6]=2[C:7]2[CH2:16][N:15]([CH3:17])[CH2:14][CH2:13][C:8]1=2. The catalyst class is: 37. (10) Reactant: [CH3:1][C:2]([CH:4]=[C:5]([CH3:7])[CH3:6])=[CH2:3].O.[Ru:9](Cl)(Cl)Cl.[CH3:13][C:14]1[CH2:18][CH:17]=[C:16]([CH3:19])[CH:15]=1. Product: [CH3:3][C:2]1([Ru:9][CH:17]=[C:16]([CH3:19])[CH:15]=[C:14]([CH3:13])[CH3:18])[CH:1]=[CH:6][C:5]([CH3:7])=[CH:4]1. The catalyst class is: 5.